This data is from Catalyst prediction with 721,799 reactions and 888 catalyst types from USPTO. The task is: Predict which catalyst facilitates the given reaction. (1) Reactant: [Br:1][C:2]1[C:3]2[C:4]([C:17]3[C:22]([CH:23]=2)=[CH:21][CH:20]=[CH:19][CH:18]=3)=[CH:5][C:6]2[C:14]=1[NH:13][C:12]1[C:7]=2[CH2:8][CH2:9][C:10]([CH3:16])([CH3:15])[CH:11]=1.I[C:25]1[CH:30]=[CH:29][CH:28]=[CH:27][CH:26]=1.P([O-])([O-])([O-])=O.[K+].[K+].[K+].[C@@H]1(N)CCCC[C@H]1N. Product: [Br:1][C:2]1[C:3]2[C:4]([C:17]3[C:22]([CH:23]=2)=[CH:21][CH:20]=[CH:19][CH:18]=3)=[CH:5][C:6]2[C:14]=1[NH:13][C:12]1[C:7]=2[CH:8]([C:25]2[CH:30]=[CH:29][CH:28]=[CH:27][CH:26]=2)[CH2:9][C:10]([CH3:16])([CH3:15])[CH:11]=1. The catalyst class is: 321. (2) Reactant: [CH2:1]([C:4]1[CH:5]=[N:6][C:7]([N:10]2[CH2:15][CH2:14][CH:13]([OH:16])[CH2:12][CH2:11]2)=[N:8][CH:9]=1)[CH2:2][CH3:3].CCN(CC)CC.[CH3:24][S:25](Cl)(=[O:27])=[O:26]. Product: [CH3:24][S:25]([O:16][CH:13]1[CH2:14][CH2:15][N:10]([C:7]2[N:8]=[CH:9][C:4]([CH2:1][CH2:2][CH3:3])=[CH:5][N:6]=2)[CH2:11][CH2:12]1)(=[O:27])=[O:26]. The catalyst class is: 2. (3) Reactant: [Br:1]Br.ClCCl.[C:6]1([C:12]2[CH:16]=[CH:15][O:14][C:13]=2[C:17]([O:19][CH2:20][CH3:21])=[O:18])[CH:11]=[CH:10][CH:9]=[CH:8][CH:7]=1. Product: [Br:1][C:15]1[O:14][C:13]([C:17]([O:19][CH2:20][CH3:21])=[O:18])=[C:12]([C:6]2[CH:7]=[CH:8][CH:9]=[CH:10][CH:11]=2)[CH:16]=1. The catalyst class is: 22. (4) Reactant: [F:1][C:2]1[CH:7]=[CH:6][C:5]([C:8]2[C:16]([C:17]3[CH:22]=[CH:21][N:20]=[C:19]([NH2:23])[CH:18]=3)=[C:11]3[O:12][CH2:13][CH2:14][CH2:15][N:10]3[N:9]=2)=[CH:4][CH:3]=1.CCN(C(C)C)C(C)C.[CH:33]1([C:36](Cl)=[O:37])[CH2:35][CH2:34]1. Product: [F:1][C:2]1[CH:7]=[CH:6][C:5]([C:8]2[C:16]([C:17]3[CH:22]=[CH:21][N:20]=[C:19]([NH:23][C:36]([CH:33]4[CH2:35][CH2:34]4)=[O:37])[CH:18]=3)=[C:11]3[O:12][CH2:13][CH2:14][CH2:15][N:10]3[N:9]=2)=[CH:4][CH:3]=1. The catalyst class is: 7.